From a dataset of Forward reaction prediction with 1.9M reactions from USPTO patents (1976-2016). Predict the product of the given reaction. (1) Given the reactants [Br:1][C:2]1[CH:3]=[C:4]([CH:11]=[CH:12][CH:13]=1)[C:5](N(OC)C)=[O:6].[CH2:14]([Mg]Br)[CH2:15][CH3:16], predict the reaction product. The product is: [Br:1][C:2]1[CH:3]=[C:4]([C:5](=[O:6])[CH2:14][CH2:15][CH3:16])[CH:11]=[CH:12][CH:13]=1. (2) Given the reactants CN1C(=O)N(C)CCC1.[Li+].CC([N-]C(C)C)C.[CH3:18][S:19]([C:22]1[CH:27]=[CH:26][C:25]([CH2:28][C:29]([OH:31])=[O:30])=[CH:24][CH:23]=1)(=[O:21])=[O:20].Cl[CH2:33][C:34]1[S:35][CH:36]=[CH:37][CH:38]=1.C1(C)C=CC=CC=1, predict the reaction product. The product is: [CH3:18][S:19]([C:22]1[CH:23]=[CH:24][C:25]([CH:28]([CH2:33][C:34]2[S:35][CH:36]=[CH:37][CH:38]=2)[C:29]([OH:31])=[O:30])=[CH:26][CH:27]=1)(=[O:20])=[O:21].